The task is: Predict the reactants needed to synthesize the given product.. This data is from Full USPTO retrosynthesis dataset with 1.9M reactions from patents (1976-2016). (1) Given the product [NH:24]1[C:15]2[C:14](=[CH:23][CH:22]=[C:17]([C:18]([O:20][CH3:21])=[O:19])[CH:16]=2)[CH:13]=[CH:1]1, predict the reactants needed to synthesize it. The reactants are: [C:1](O)(=O)C.O.C1(C)C=CC=CC=1.[CH3:13][C:14]1[CH:23]=[CH:22][C:17]([C:18]([O:20][CH3:21])=[O:19])=[CH:16][C:15]=1[N+:24]([O-])=O. (2) Given the product [Cl:17][C:4]1[CH:5]=[C:6]([C:13]([O:15][CH3:16])=[O:14])[C:7]2[O:12][CH2:11][CH2:10][O:9][C:8]=2[C:3]=1[O:2][CH3:1], predict the reactants needed to synthesize it. The reactants are: [CH3:1][O:2][C:3]1[C:8]2[O:9][CH2:10][CH2:11][O:12][C:7]=2[C:6]([C:13]([O:15][CH3:16])=[O:14])=[CH:5][CH:4]=1.[Cl:17]N1C(=O)CCC1=O. (3) The reactants are: Cl.[Br:2][C:3]1[C:4]([C@@H:10]([NH2:20])[CH2:11][C:12]2[CH:17]=[C:16]([F:18])[CH:15]=[C:14]([F:19])[CH:13]=2)=[N:5][C:6]([Br:9])=[CH:7][CH:8]=1.[F:21][C:22]1([F:39])[C:26]2[N:27]([CH2:34][C:35](O)=[O:36])[N:28]=[C:29]([C:30]([F:33])([F:32])[F:31])[C:25]=2[C@H:24]2[CH2:38][C@@H:23]12.CN(C(ON1N=NC2C=CC=NC1=2)=[N+](C)C)C.F[P-](F)(F)(F)(F)F.CCN(C(C)C)C(C)C. Given the product [Br:2][C:3]1[C:4]([C@@H:10]([NH:20][C:35](=[O:36])[CH2:34][N:27]2[C:26]3[C:22]([F:21])([F:39])[C@@H:23]4[CH2:38][C@@H:24]4[C:25]=3[C:29]([C:30]([F:32])([F:31])[F:33])=[N:28]2)[CH2:11][C:12]2[CH:17]=[C:16]([F:18])[CH:15]=[C:14]([F:19])[CH:13]=2)=[N:5][C:6]([Br:9])=[CH:7][CH:8]=1, predict the reactants needed to synthesize it. (4) The reactants are: [C:1]([C:4]1[C:9](=O)[CH:8]=[C:7]([CH2:11][CH3:12])[NH:6][C:5]=1[CH3:13])(=[O:3])[CH3:2].C(=O)(O)[O-].[Na+].P(Cl)(Cl)([Cl:21])=O. Given the product [Cl:21][C:9]1[CH:8]=[C:7]([CH2:11][CH3:12])[N:6]=[C:5]([CH3:13])[C:4]=1[C:1](=[O:3])[CH3:2], predict the reactants needed to synthesize it. (5) The reactants are: [NH2:1][C:2]1[CH:3]=[C:4]2[C:8](=[CH:9][CH:10]=1)[N:7]([CH2:11][C:12]1[CH:17]=[CH:16][CH:15]=[CH:14][CH:13]=1)[C:6]([C:18]([O:20]CC)=[O:19])=[C:5]2[C:23]1[CH:28]=[CH:27][C:26]([C:29]([CH3:32])([CH3:31])[CH3:30])=[CH:25][CH:24]=1.[F:33][C:34]([F:47])([F:46])[O:35][C:36]1[CH:41]=[CH:40][C:39]([S:42](Cl)(=[O:44])=[O:43])=[CH:38][CH:37]=1. Given the product [CH2:11]([N:7]1[C:8]2[C:4](=[CH:3][C:2]([NH:1][S:42]([C:39]3[CH:40]=[CH:41][C:36]([O:35][C:34]([F:47])([F:46])[F:33])=[CH:37][CH:38]=3)(=[O:44])=[O:43])=[CH:10][CH:9]=2)[C:5]([C:23]2[CH:28]=[CH:27][C:26]([C:29]([CH3:31])([CH3:32])[CH3:30])=[CH:25][CH:24]=2)=[C:6]1[C:18]([OH:20])=[O:19])[C:12]1[CH:17]=[CH:16][CH:15]=[CH:14][CH:13]=1, predict the reactants needed to synthesize it. (6) Given the product [CH2:48]([O:50][C:51]([C:53]1([NH:62][C:10]([C:7]2[S:6][C:5]3[CH:13]=[CH:14][C:2]([Cl:1])=[CH:3][C:4]=3[C:8]=2[CH3:9])=[O:12])[CH2:61][C:60]2[C:55](=[CH:56][CH:57]=[CH:58][CH:59]=2)[CH2:54]1)=[O:52])[CH3:49], predict the reactants needed to synthesize it. The reactants are: [Cl:1][C:2]1[CH:14]=[CH:13][C:5]2[S:6][C:7]([C:10]([OH:12])=O)=[C:8]([CH3:9])[C:4]=2[CH:3]=1.CN(C(ON1N=NC2C=CC=CC1=2)=[N+](C)C)C.F[P-](F)(F)(F)(F)F.CCN(C(C)C)C(C)C.[CH2:48]([O:50][C:51]([C:53]1([NH2:62])[CH2:61][C:60]2[C:55](=[CH:56][CH:57]=[CH:58][CH:59]=2)[CH2:54]1)=[O:52])[CH3:49]. (7) Given the product [C:41]([C:39]1[CH:38]=[CH:37][C:16]([C:17]([NH:19][C:20]2[CH:25]=[CH:24][N:23]=[CH:22][C:21]=2[NH:26][C:27](=[O:36])[C:28]2[CH:29]=[CH:30][C:31]([O:34][CH3:35])=[CH:32][CH:33]=2)=[O:18])=[C:15]([O:14][CH:11]2[CH2:12][CH2:13][NH:8][CH2:9][CH2:10]2)[CH:40]=1)([CH3:44])([CH3:42])[CH3:43], predict the reactants needed to synthesize it. The reactants are: C(OC([N:8]1[CH2:13][CH2:12][CH:11]([O:14][C:15]2[CH:40]=[C:39]([C:41]([CH3:44])([CH3:43])[CH3:42])[CH:38]=[CH:37][C:16]=2[C:17]([NH:19][C:20]2[CH:25]=[CH:24][N:23]=[CH:22][C:21]=2[NH:26][C:27](=[O:36])[C:28]2[CH:33]=[CH:32][C:31]([O:34][CH3:35])=[CH:30][CH:29]=2)=[O:18])[CH2:10][CH2:9]1)=O)(C)(C)C.FC(F)(F)C(O)=O.